This data is from Forward reaction prediction with 1.9M reactions from USPTO patents (1976-2016). The task is: Predict the product of the given reaction. The product is: [N:4]1[CH:5]=[CH:6][CH:7]=[CH:8][C:3]=1[CH2:2][NH:1][C:27]([C:14]1([CH2:13][CH2:12][CH2:11][CH2:10][Br:9])[C:26]2[CH:25]=[CH:24][CH:23]=[CH:22][C:21]=2[C:20]2[C:15]1=[CH:16][CH:17]=[CH:18][CH:19]=2)=[O:28]. Given the reactants [NH2:1][CH2:2][C:3]1[CH:8]=[CH:7][CH:6]=[CH:5][N:4]=1.[Br:9][CH2:10][CH2:11][CH2:12][CH2:13][C:14]1([C:27](Cl)=[O:28])[C:26]2[CH:25]=[CH:24][CH:23]=[CH:22][C:21]=2[C:20]2[C:15]1=[CH:16][CH:17]=[CH:18][CH:19]=2, predict the reaction product.